From a dataset of Full USPTO retrosynthesis dataset with 1.9M reactions from patents (1976-2016). Predict the reactants needed to synthesize the given product. (1) Given the product [CH:1]1[C:6]2=[N:7][S:8][N:9]=[C:5]2[C:4]([NH:10][C:11]2[NH:15][CH2:14][CH2:13][N:12]=2)=[C:3]([Cl:16])[CH:2]=1.[C:17]([O-:24])(=[O:23])[CH2:18][CH2:19][CH2:20][CH2:21][CH3:22], predict the reactants needed to synthesize it. The reactants are: [CH:1]1[C:6]2=[N:7][S:8][N:9]=[C:5]2[C:4]([NH:10][C:11]2[NH:15][CH2:14][CH2:13][N:12]=2)=[C:3]([Cl:16])[CH:2]=1.[C:17]([OH:24])(=[O:23])[CH2:18][CH2:19][CH2:20][CH2:21][CH3:22]. (2) Given the product [Cl:36][C:29]1[CH:30]=[C:31]([O:34][CH3:35])[CH:32]=[CH:33][C:28]=1[C:7]1[C:2]([CH3:1])=[N:3][CH:4]=[N:5][C:6]=1[CH3:17], predict the reactants needed to synthesize it. The reactants are: [CH3:1][C:2]1[C:7](B2OC(C)(C)C(C)(C)O2)=[C:6]([CH3:17])[N:5]=[CH:4][N:3]=1.BrC1C(C)=NC=NC=1C.Br[C:28]1[CH:33]=[CH:32][C:31]([O:34][CH3:35])=[CH:30][C:29]=1[Cl:36].P([O-])([O-])([O-])=O.[K+].[K+].[K+]. (3) Given the product [CH3:3][C:2]([CH:4]1[CH:8]2[CH:9]3[C:22]([CH3:25])([CH2:23][CH2:24][C:7]2([C:31]([OH:33])=[O:32])[CH2:6][CH2:5]1)[C:21]1([CH3:26])[CH:12]([C:13]2([CH3:30])[CH:18]([CH2:19][CH2:20]1)[C:17]([CH3:27])([CH3:28])[CH:16]([O:29][C:34]([CH3:35])=[O:36])[CH2:15][CH2:14]2)[CH2:11][CH2:10]3)=[CH2:1], predict the reactants needed to synthesize it. The reactants are: [CH3:1][C:2]([C@H:4]1[C@@H:8]2[C@@H:9]3[C@@:22]([CH3:25])([CH2:23][CH2:24][C@@:7]2([C:31]([OH:33])=[O:32])[CH2:6][CH2:5]1)[C@@:21]1([CH3:26])[C@@H:12]([C@:13]2([CH3:30])[C@@H:18]([CH2:19][CH2:20]1)[C:17]([CH3:28])([CH3:27])[C@@H:16]([OH:29])[CH2:15][CH2:14]2)[CH2:11][CH2:10]3)=[CH2:3].[C:34](OC(=O)C)(=[O:36])[CH3:35].Cl.CCOC(C)=O.C(Cl)Cl. (4) Given the product [NH2:6][C:5]1[CH:4]=[C:3]([CH3:11])[C:2]([Br:1])=[CH:8][C:7]=1[OH:9], predict the reactants needed to synthesize it. The reactants are: [Br:1][C:2]1[CH:8]=[C:7]([O:9]C)[C:5]([NH2:6])=[CH:4][C:3]=1[CH3:11].B(Br)(Br)Br. (5) Given the product [CH3:18][O:11][C:10]([C:2]1[NH:1][C:9]2[C:4]([CH:3]=1)=[CH:5][CH:6]=[CH:7][CH:8]=2)=[O:12], predict the reactants needed to synthesize it. The reactants are: [NH:1]1[C:9]2[C:4](=[CH:5][CH:6]=[CH:7][CH:8]=2)[CH:3]=[C:2]1[C:10]([OH:12])=[O:11].OS(O)(=O)=O.[CH3:18]O. (6) The reactants are: Br[CH2:2][C:3]1[S:4][C:5]2[CH:11]=[CH:10][CH:9]=[CH:8][C:6]=2[N:7]=1.[CH2:12]([NH:19][C:20]([C:22]1[S:26][C:25]([N:27]2[CH:32]=[CH:31][C:30]([OH:33])=[CH:29][C:28]2=[O:34])=[N:24][C:23]=1[CH3:35])=[O:21])[C:13]1[CH:18]=[CH:17][CH:16]=[CH:15][CH:14]=1. Given the product [S:4]1[C:5]2[CH:11]=[CH:10][CH:9]=[CH:8][C:6]=2[N:7]=[C:3]1[CH2:2][O:33][C:30]1[CH:31]=[CH:32][N:27]([C:25]2[S:26][C:22]([C:20]([NH:19][CH2:12][C:13]3[CH:18]=[CH:17][CH:16]=[CH:15][CH:14]=3)=[O:21])=[C:23]([CH3:35])[N:24]=2)[C:28](=[O:34])[CH:29]=1, predict the reactants needed to synthesize it. (7) Given the product [CH3:1][C:2]1[C:6]([C:7]([O:9][CH2:20][CH3:21])=[O:8])=[CH:5][NH:4][N:3]=1, predict the reactants needed to synthesize it. The reactants are: [CH3:1][C:2]1[C:6]([C:7]([OH:9])=[O:8])=[CH:5][NH:4][N:3]=1.S(=O)(=O)(O)O.C([O-])(O)=O.[Na+].[CH2:20](O)[CH3:21]. (8) The reactants are: [CH3:1][C:2]1([CH3:32])[CH2:7][CH2:6][C:5]([C:8]2[CH:13]=[C:12]([C:14]3([OH:21])[CH2:19][CH2:18][C:17](=O)[CH2:16][CH2:15]3)[CH:11]=[CH:10][C:9]=2[NH:22][C:23]([C:25]2[NH:26][C:27]([C:30]#[N:31])=[CH:28][N:29]=2)=[O:24])=[CH:4][CH2:3]1.[CH3:33][NH:34][CH3:35].[BH-](OC(C)=O)(OC(C)=O)OC(C)=O.[Na+]. Given the product [CH3:33][N:34]([CH3:35])[CH:17]1[CH2:18][CH2:19][C:14]([C:12]2[CH:11]=[CH:10][C:9]([NH:22][C:23]([C:25]3[NH:26][C:27]([C:30]#[N:31])=[CH:28][N:29]=3)=[O:24])=[C:8]([C:5]3[CH2:6][CH2:7][C:2]([CH3:1])([CH3:32])[CH2:3][CH:4]=3)[CH:13]=2)([OH:21])[CH2:15][CH2:16]1, predict the reactants needed to synthesize it. (9) Given the product [CH:6]1[C:7]2[C:2](=[CH:38][CH:29]=[CH:30][CH:31]=2)[CH:3]=[CH:4][C:5]=1[NH:8][C:9]([NH:11][C:12]1[CH:17]=[CH:16][CH:15]=[C:14]([C:18]2[CH:23]=[CH:22][CH:21]=[C:20]([N:24]3[CH2:28][CH2:27][CH2:26][CH2:25]3)[N:19]=2)[CH:13]=1)=[O:10], predict the reactants needed to synthesize it. The reactants are: Cl[C:2]1[CH:7]=[CH:6][C:5]([NH:8][C:9]([NH:11][C:12]2[CH:17]=[CH:16][CH:15]=[C:14]([C:18]3[CH:23]=[CH:22][CH:21]=[C:20]([N:24]4[CH2:28][CH2:27][CH2:26][CH2:25]4)[N:19]=3)[CH:13]=2)=[O:10])=[CH:4][CH:3]=1.[CH:29]1[C:38]2[C:29](=[CH:30][CH:31]=CC=2)[CH:38]=[CH:31][C:30]=1N.CCN(C(C)C)C(C)C.